This data is from Full USPTO retrosynthesis dataset with 1.9M reactions from patents (1976-2016). The task is: Predict the reactants needed to synthesize the given product. Given the product [Cl:24][C:25]1[CH:30]=[CH:29][C:28]([O:31][CH3:32])=[CH:27][C:26]=1[C:7]1[C:16]2[C:11](=[C:12]([C:17]([F:20])([F:19])[F:18])[CH:13]=[CH:14][CH:15]=2)[N:10]=[C:9]([CH3:21])[N:8]=1, predict the reactants needed to synthesize it. The reactants are: FC(F)(F)S(O[C:7]1[C:16]2[C:11](=[C:12]([C:17]([F:20])([F:19])[F:18])[CH:13]=[CH:14][CH:15]=2)[N:10]=[C:9]([CH3:21])[N:8]=1)(=O)=O.[Cl:24][C:25]1[CH:30]=[CH:29][C:28]([O:31][CH3:32])=[CH:27][C:26]=1B(O)O.[O-]P([O-])([O-])=O.[K+].[K+].[K+].CCOC(C)=O.